Dataset: Full USPTO retrosynthesis dataset with 1.9M reactions from patents (1976-2016). Task: Predict the reactants needed to synthesize the given product. Given the product [CH2:1]([O:8][C:9]1[CH:14]=[CH:13][C:12]([C:15](=[O:18])[CH2:16][N:29]2[CH2:28][CH2:27][C:26]([C:22]3[CH:23]=[CH:24][CH:25]=[C:20]([F:19])[CH:21]=3)([OH:32])[CH2:31][CH2:30]2)=[CH:11][CH:10]=1)[C:2]1[CH:7]=[CH:6][CH:5]=[CH:4][CH:3]=1, predict the reactants needed to synthesize it. The reactants are: [CH2:1]([O:8][C:9]1[CH:14]=[CH:13][C:12]([C:15](=[O:18])[CH2:16]Br)=[CH:11][CH:10]=1)[C:2]1[CH:7]=[CH:6][CH:5]=[CH:4][CH:3]=1.[F:19][C:20]1[CH:21]=[C:22]([C:26]2([OH:32])[CH2:31][CH2:30][NH:29][CH2:28][CH2:27]2)[CH:23]=[CH:24][CH:25]=1.